From a dataset of Full USPTO retrosynthesis dataset with 1.9M reactions from patents (1976-2016). Predict the reactants needed to synthesize the given product. The reactants are: [OH:1][NH2:2].C(O[C:6](=[O:33])[CH2:7][CH2:8][CH2:9][CH2:10][CH2:11][CH2:12][N:13]([C:20]1[CH:25]=[C:24]([C:26]2[CH:31]=[CH:30][C:29]([F:32])=[CH:28][CH:27]=2)[CH:23]=[CH:22][N:21]=1)[C:14]1[CH:19]=[CH:18][CH:17]=[CH:16][N:15]=1)C. Given the product [OH:1][NH:2][C:6](=[O:33])[CH2:7][CH2:8][CH2:9][CH2:10][CH2:11][CH2:12][N:13]([C:20]1[CH:25]=[C:24]([C:26]2[CH:31]=[CH:30][C:29]([F:32])=[CH:28][CH:27]=2)[CH:23]=[CH:22][N:21]=1)[C:14]1[CH:19]=[CH:18][CH:17]=[CH:16][N:15]=1, predict the reactants needed to synthesize it.